Task: Predict which catalyst facilitates the given reaction.. Dataset: Catalyst prediction with 721,799 reactions and 888 catalyst types from USPTO (1) Reactant: [OH:1][NH2:2].C(O[C:6](=[O:33])[CH2:7][CH2:8][CH2:9][CH2:10][CH2:11][CH2:12][N:13]([C:20]1[CH:25]=[C:24]([C:26]2[CH:31]=[CH:30][C:29]([F:32])=[CH:28][CH:27]=2)[CH:23]=[CH:22][N:21]=1)[C:14]1[CH:19]=[CH:18][CH:17]=[CH:16][N:15]=1)C. Product: [OH:1][NH:2][C:6](=[O:33])[CH2:7][CH2:8][CH2:9][CH2:10][CH2:11][CH2:12][N:13]([C:20]1[CH:25]=[C:24]([C:26]2[CH:31]=[CH:30][C:29]([F:32])=[CH:28][CH:27]=2)[CH:23]=[CH:22][N:21]=1)[C:14]1[CH:19]=[CH:18][CH:17]=[CH:16][N:15]=1. The catalyst class is: 121. (2) Reactant: C[O:2][C:3](=[O:13])[C:4]1[CH:9]=[CH:8][C:7]([NH2:10])=[C:6]([C:11]#[N:12])[CH:5]=1.O.[OH-].[Li+].Cl.O1CCCC1. Product: [NH2:10][C:7]1[CH:8]=[CH:9][C:4]([C:3]([OH:13])=[O:2])=[CH:5][C:6]=1[C:11]#[N:12]. The catalyst class is: 30. (3) Reactant: C(O)C(O)C.[CH3:6][N:7]([CH2:9][CH:10]1[C:15]([OH:24])([C:16]2[CH:21]=[C:20]([O:22][CH3:23])[CH:19]=[CH:18][CH:17]=2)[CH2:14][CH2:13][CH2:12][CH2:11]1)[CH3:8].Cl.O. Product: [CH3:8][N:7]([CH2:9][CH:10]1[C:15]([OH:24])([C:16]2[CH:21]=[C:20]([O:22][CH3:23])[CH:19]=[CH:18][CH:17]=2)[CH2:14][CH2:13][CH2:12][CH2:11]1)[CH3:6]. The catalyst class is: 8. (4) Reactant: N[C:2]1[CH:12]=[CH:11][C:10]2[CH:9]3[CH2:13][CH2:14][CH:5]([CH2:6][N:7]([C:15](=[O:20])[C:16]([F:19])([F:18])[F:17])[CH2:8]3)[C:4]=2[CH:3]=1.C1C=CN=CC=1.[FH:27].N([O-])=O.[Na+].C([O-])(O)=O.[Na+]. Product: [F:27][C:2]1[CH:12]=[CH:11][C:10]2[CH:9]3[CH2:13][CH2:14][CH:5]([CH2:6][N:7]([C:15](=[O:20])[C:16]([F:19])([F:18])[F:17])[CH2:8]3)[C:4]=2[CH:3]=1. The catalyst class is: 146. (5) Reactant: [CH3:1][NH2:2].[C:3]1([N:13]=[C:14]=[O:15])[C:12]2[C:7](=[CH:8][CH:9]=[CH:10][CH:11]=2)[CH:6]=[CH:5][CH:4]=1. Product: [CH3:1][NH:2][C:14]([NH:13][C:3]1[C:12]2[C:7](=[CH:8][CH:9]=[CH:10][CH:11]=2)[CH:6]=[CH:5][CH:4]=1)=[O:15]. The catalyst class is: 10.